This data is from Peptide-MHC class I binding affinity with 185,985 pairs from IEDB/IMGT. The task is: Regression. Given a peptide amino acid sequence and an MHC pseudo amino acid sequence, predict their binding affinity value. This is MHC class I binding data. (1) The peptide sequence is DLNRMPTDML. The MHC is HLA-A02:02 with pseudo-sequence HLA-A02:02. The binding affinity (normalized) is 0.341. (2) The peptide sequence is RIKQIINMW. The MHC is HLA-B44:02 with pseudo-sequence HLA-B44:02. The binding affinity (normalized) is 0.136. (3) The peptide sequence is QTFGRKLHL. The MHC is Patr-B0101 with pseudo-sequence Patr-B0101. The binding affinity (normalized) is 0.231. (4) The peptide sequence is KVLHVTDTNK. The MHC is HLA-A03:01 with pseudo-sequence HLA-A03:01. The binding affinity (normalized) is 0.439. (5) The peptide sequence is KLYKNKSKQ. The MHC is HLA-A11:01 with pseudo-sequence HLA-A11:01. The binding affinity (normalized) is 0. (6) The MHC is Mamu-A02 with pseudo-sequence Mamu-A02. The binding affinity (normalized) is 0.475. The peptide sequence is EGCTPYDINQM. (7) The peptide sequence is FMYTKHSML. The MHC is HLA-A02:02 with pseudo-sequence HLA-A02:02. The binding affinity (normalized) is 0.919.